This data is from Full USPTO retrosynthesis dataset with 1.9M reactions from patents (1976-2016). The task is: Predict the reactants needed to synthesize the given product. (1) The reactants are: [Cl:1][C:2]1[CH:37]=[CH:36][C:5]([CH2:6][CH2:7][NH:8][C:9]([C:11]2[CH:12]=[C:13]3[C:17](=[CH:18][CH:19]=2)[N:16]([C:20]2[CH:25]=[CH:24][C:23]([CH2:26][C:27]([O:29]C(C)(C)C)=[O:28])=[CH:22][C:21]=2[C:34]#[N:35])[N:15]=[CH:14]3)=[O:10])=[CH:4][CH:3]=1.C(O)(C(F)(F)F)=O. Given the product [Cl:1][C:2]1[CH:3]=[CH:4][C:5]([CH2:6][CH2:7][NH:8][C:9]([C:11]2[CH:12]=[C:13]3[C:17](=[CH:18][CH:19]=2)[N:16]([C:20]2[CH:25]=[CH:24][C:23]([CH2:26][C:27]([OH:29])=[O:28])=[CH:22][C:21]=2[C:34]#[N:35])[N:15]=[CH:14]3)=[O:10])=[CH:36][CH:37]=1, predict the reactants needed to synthesize it. (2) Given the product [CH3:34][O:35][C:31]1[N:32]=[CH:14][C:16]([CH2:17][N:27]2[CH2:28][CH2:29][CH:24]([N:11]3[CH:10]=[N:9][C:8]4[C:12]3=[N:13][C:14]([C:16]3[CH:17]=[C:18]([CH2:22][OH:23])[CH:19]=[CH:20][CH:21]=3)=[N:15][C:7]=4[N:1]3[CH2:6][CH2:5][O:4][CH2:3][CH2:2]3)[CH2:25][CH2:26]2)=[CH:21][CH:20]=1, predict the reactants needed to synthesize it. The reactants are: [N:1]1([C:7]2[N:15]=[C:14]([C:16]3[CH:17]=[C:18]([CH2:22][OH:23])[CH:19]=[CH:20][CH:21]=3)[N:13]=[C:12]3[C:8]=2[N:9]=[CH:10][N:11]3[CH:24]2[CH2:29][CH2:28][NH:27][CH2:26][CH2:25]2)[CH2:6][CH2:5][O:4][CH2:3][CH2:2]1.[BH3-][C:31]#[N:32].[Na+].[CH3:34][OH:35]. (3) Given the product [CH3:7][O:8][C:9]1[CH:16]=[CH:15][C:12](/[CH:13]=[CH:29]/[C:30]([NH:32][C:33]2[CH:41]=[CH:40][CH:39]=[CH:38][C:34]=2[C:35]([OH:37])=[O:36])=[O:31])=[CH:11][C:10]=1[O:17][CH2:18][CH2:19][C:20]#[C:21][CH2:22][CH2:23][CH2:24][CH3:25], predict the reactants needed to synthesize it. The reactants are: N1CCCCC1.[CH3:7][O:8][C:9]1[CH:16]=[CH:15][C:12]([CH:13]=O)=[CH:11][C:10]=1[O:17][CH2:18][CH2:19][C:20]#[C:21][CH2:22][CH2:23][CH2:24][CH3:25].C([CH2:29][C:30]([NH:32][C:33]1[CH:41]=[CH:40][CH:39]=[CH:38][C:34]=1[C:35]([OH:37])=[O:36])=[O:31])(O)=O.CC(O)=O. (4) Given the product [F:28][C:2]([F:1])([F:27])[C:3]1[CH:4]=[N:5][C:6]([N:12]2[CH2:15][CH:14]([O:16][C:17]3[CH:22]=[CH:21][CH:20]=[C:19]([C:23]([F:24])([F:25])[F:26])[N:18]=3)[CH2:13]2)=[C:7]([CH:11]=1)[C:8]([NH:30][C:31]1([C:34]2[CH:43]=[CH:42][C:37]([C:38]([O:40][CH3:41])=[O:39])=[CH:36][CH:35]=2)[CH2:33][CH2:32]1)=[O:9], predict the reactants needed to synthesize it. The reactants are: [F:1][C:2]([F:28])([F:27])[C:3]1[CH:4]=[N:5][C:6]([N:12]2[CH2:15][CH:14]([O:16][C:17]3[CH:22]=[CH:21][CH:20]=[C:19]([C:23]([F:26])([F:25])[F:24])[N:18]=3)[CH2:13]2)=[C:7]([CH:11]=1)[C:8](O)=[O:9].Cl.[NH2:30][C:31]1([C:34]2[CH:43]=[CH:42][C:37]([C:38]([O:40][CH3:41])=[O:39])=[CH:36][CH:35]=2)[CH2:33][CH2:32]1. (5) Given the product [F:21][CH:22]([F:29])[C:23]1[N:24]=[C:25]([NH:28][C:4]([C:6]2[CH:11]=[C:10]([C:12]3[CH:13]=[C:14]([F:19])[CH:15]=[C:16]([F:18])[CH:17]=3)[CH:9]=[C:8]([CH3:20])[N:7]=2)=[O:5])[S:26][CH:27]=1, predict the reactants needed to synthesize it. The reactants are: C(O[C:4]([C:6]1[CH:11]=[C:10]([C:12]2[CH:17]=[C:16]([F:18])[CH:15]=[C:14]([F:19])[CH:13]=2)[CH:9]=[C:8]([CH3:20])[N:7]=1)=[O:5])C.[F:21][CH:22]([F:29])[C:23]1[N:24]=[C:25]([NH2:28])[S:26][CH:27]=1. (6) Given the product [CH2:4]=[CH:3][CH2:2][CH2:1][CH:7]([OH:12])[CH2:8][CH2:9][CH:10]=[CH2:11], predict the reactants needed to synthesize it. The reactants are: [CH2:1]([Mg]Br)[CH2:2][CH:3]=[CH2:4].[CH:7](=[O:12])[CH2:8][CH2:9][CH:10]=[CH2:11]. (7) Given the product [C:14]([N:10]1[CH2:11][CH2:12][C:13]2[N:5]([CH2:4][CH:2]([OH:1])[CH2:3][N:63]3[CH2:62][CH2:61][N:60]([C:55]4[CH:56]=[CH:57][CH:58]=[CH:59][C:54]=4[C:52]#[N:53])[CH2:65][CH2:64]3)[N:6]=[C:7]([C:17]3[CH:18]=[CH:19][C:20]([C:23]([F:26])([F:25])[F:24])=[CH:21][CH:22]=3)[C:8]=2[CH2:9]1)(=[O:16])[CH3:15], predict the reactants needed to synthesize it. The reactants are: [O:1]1[CH2:3][CH:2]1[CH2:4][N:5]1[C:13]2[CH2:12][CH2:11][N:10]([C:14](=[O:16])[CH3:15])[CH2:9][C:8]=2[C:7]([C:17]2[CH:22]=[CH:21][C:20]([C:23]([F:26])([F:25])[F:24])=[CH:19][CH:18]=2)=[N:6]1.[O-]S(C(F)(F)F)(=O)=O.[Yb+3].[O-]S(C(F)(F)F)(=O)=O.[O-]S(C(F)(F)F)(=O)=O.[C:52]([C:54]1[CH:59]=[CH:58][CH:57]=[CH:56][C:55]=1[N:60]1[CH2:65][CH2:64][NH:63][CH2:62][CH2:61]1)#[N:53].CO.C(Cl)Cl.